Dataset: Full USPTO retrosynthesis dataset with 1.9M reactions from patents (1976-2016). Task: Predict the reactants needed to synthesize the given product. (1) Given the product [NH2:1][C:2]1[N:3]=[C:4]([NH:19][C:20]2[CH:25]=[CH:24][C:23]([N:26]3[CH2:31][CH2:30][N:29]([CH3:32])[CH2:28][CH2:27]3)=[CH:22][CH:21]=2)[S:5][C:6]=1[C:7]([C:9]1[CH:14]=[CH:13][C:12]([N:33]2[CH2:37][CH2:36][CH2:35][CH2:34]2)=[C:11]([N+:16]([O-:18])=[O:17])[CH:10]=1)=[O:8], predict the reactants needed to synthesize it. The reactants are: [NH2:1][C:2]1[N:3]=[C:4]([NH:19][C:20]2[CH:25]=[CH:24][C:23]([N:26]3[CH2:31][CH2:30][N:29]([CH3:32])[CH2:28][CH2:27]3)=[CH:22][CH:21]=2)[S:5][C:6]=1[C:7]([C:9]1[CH:14]=[CH:13][C:12](Cl)=[C:11]([N+:16]([O-:18])=[O:17])[CH:10]=1)=[O:8].[NH:33]1[CH2:37][CH2:36][CH2:35][CH2:34]1. (2) Given the product [F:8][C:9]1[CH:10]=[C:11]([NH:19][C:20]([C@H:22]2[C:31]3[C:26](=[CH:27][C:28]([O:32][CH3:33])=[CH:29][CH:30]=3)[CH2:25][CH2:24][NH:23]2)=[O:21])[CH:12]=[CH:13][C:14]=1[Si:15]([CH3:17])([CH3:16])[CH3:18], predict the reactants needed to synthesize it. The reactants are: C(O)(C(F)(F)F)=O.[F:8][C:9]1[CH:10]=[C:11]([NH:19][C:20]([C@H:22]2[C:31]3[C:26](=[CH:27][C:28]([O:32][CH3:33])=[CH:29][CH:30]=3)[CH2:25][CH2:24][N:23]2C(OC(C)(C)C)=O)=[O:21])[CH:12]=[CH:13][C:14]=1[Si:15]([CH3:18])([CH3:17])[CH3:16].C(=O)([O-])O.[Na+]. (3) Given the product [CH3:1][O:2][CH2:3][O:4][C:5]1[CH:6]=[C:7]([C@H:11]([N:14]2[CH2:18][CH2:17][C@H:16]([O:19][CH2:20][O:21][CH3:22])[CH2:15]2)[CH2:12][OH:13])[CH:8]=[CH:9][CH:10]=1.[CH3:23][O:24][CH2:25][O:26][C:27]1[CH:28]=[C:29]([C@@H:33]([OH:44])[CH2:34][N:35]2[CH2:39][CH2:38][C@H:37]([O:40][CH2:41][O:42][CH3:43])[CH2:36]2)[CH:30]=[CH:31][CH:32]=1.[CH3:23][O:24][CH2:25][O:26][C:27]1[CH:28]=[C:29]([C@@H:33]([N:46]([C:47]2[CH:56]=[CH:55][C:50]([C:51]([O:53][CH3:54])=[O:52])=[CH:49][CH:48]=2)[CH3:45])[CH2:34][N:35]2[CH2:39][CH2:38][C@H:37]([O:40][CH2:41][O:42][CH3:43])[CH2:36]2)[CH:30]=[CH:31][CH:32]=1, predict the reactants needed to synthesize it. The reactants are: [CH3:1][O:2][CH2:3][O:4][C:5]1[CH:6]=[C:7]([C@H:11]([N:14]2[CH2:18][CH2:17][C@H:16]([O:19][CH2:20][O:21][CH3:22])[CH2:15]2)[CH2:12][OH:13])[CH:8]=[CH:9][CH:10]=1.[CH3:23][O:24][CH2:25][O:26][C:27]1[CH:28]=[C:29]([C@@H:33]([OH:44])[CH2:34][N:35]2[CH2:39][CH2:38][C@H:37]([O:40][CH2:41][O:42][CH3:43])[CH2:36]2)[CH:30]=[CH:31][CH:32]=1.[CH3:45][NH:46][C:47]1[CH:56]=[CH:55][C:50]([C:51]([O:53][CH3:54])=[O:52])=[CH:49][CH:48]=1. (4) Given the product [Cl:40][C:38]1[CH:39]=[C:30]([NH:29][CH2:23][C:22]2[N:26]=[N:54][N:20]([C:17]3[CH:18]=[CH:19][CH:14]=[CH:15][CH:16]=3)[CH:21]=2)[CH:31]=[C:32]2[C:37]=1[N:36]=[CH:35][C:34]([C:41]#[N:42])=[C:33]2[NH:43][C:44]1[CH:49]=[CH:48][C:47]([F:50])=[C:46]([Cl:51])[CH:45]=1, predict the reactants needed to synthesize it. The reactants are: ClC1C=C(NC2[C:19]3[C:14](=[CH:15][CH:16]=[C:17]([NH:20][CH2:21][C:22]4[NH:26]C=N[CH:23]=4)[CH:18]=3)N=CC=2C#N)C=CC=1F.[NH2:29][C:30]1[CH:31]=[C:32]2[C:37](=[C:38]([Cl:40])[CH:39]=1)[N:36]=[CH:35][C:34]([C:41]#[N:42])=[C:33]2[NH:43][C:44]1[CH:49]=[CH:48][C:47]([F:50])=[C:46]([Cl:51])[CH:45]=1.[BH3-]C#[N:54].[Na+].